From a dataset of Peptide-MHC class II binding affinity with 134,281 pairs from IEDB. Regression. Given a peptide amino acid sequence and an MHC pseudo amino acid sequence, predict their binding affinity value. This is MHC class II binding data. (1) The MHC is DRB1_0405 with pseudo-sequence DRB1_0405. The peptide sequence is KKRNLTIMDLHPGSG. The binding affinity (normalized) is 0.364. (2) The peptide sequence is RLFKAFILDGDNLFP. The MHC is DRB1_1501 with pseudo-sequence DRB1_1501. The binding affinity (normalized) is 0.618.